This data is from Catalyst prediction with 721,799 reactions and 888 catalyst types from USPTO. The task is: Predict which catalyst facilitates the given reaction. (1) Reactant: [C:1]([C:4]1[CH:66]=[CH:65][C:7]([O:8][P:9]2([O:55][C:56]3[CH:61]=[CH:60][C:59]([C:62]([OH:64])=[O:63])=[CH:58][CH:57]=3)[N:14]=[P:13]([O:25][C:26]3[CH:31]=[CH:30][C:29]([C:32]([OH:34])=[O:33])=[CH:28][CH:27]=3)([O:15][C:16]3[CH:21]=[CH:20][C:19]([C:22]([OH:24])=[O:23])=[CH:18][CH:17]=3)[N:12]=[P:11]([O:45][C:46]3[CH:51]=[CH:50][C:49]([C:52]([OH:54])=[O:53])=[CH:48][CH:47]=3)([O:35][C:36]3[CH:41]=[CH:40][C:39]([C:42]([OH:44])=[O:43])=[CH:38][CH:37]=3)[N:10]=2)=[CH:6][CH:5]=1)([OH:3])=[O:2].[OH-].[Na+:68]. Product: [C:52]([C:49]1[CH:48]=[CH:47][C:46]([O:45][P:11]2([O:35][C:36]3[CH:37]=[CH:38][C:39]([C:42]([O-:44])=[O:43])=[CH:40][CH:41]=3)[N:10]=[P:9]([O:55][C:56]3[CH:57]=[CH:58][C:59]([C:62]([O-:64])=[O:63])=[CH:60][CH:61]=3)([O:8][C:7]3[CH:6]=[CH:5][C:4]([C:1]([O-:3])=[O:2])=[CH:66][CH:65]=3)[N:14]=[P:13]([O:25][C:26]3[CH:31]=[CH:30][C:29]([C:32]([O-:34])=[O:33])=[CH:28][CH:27]=3)([O:15][C:16]3[CH:21]=[CH:20][C:19]([C:22]([O-:24])=[O:23])=[CH:18][CH:17]=3)[N:12]=2)=[CH:51][CH:50]=1)([O-:54])=[O:53].[Na+:68].[Na+:68].[Na+:68].[Na+:68].[Na+:68].[Na+:68]. The catalyst class is: 6. (2) Reactant: [Br:1][C:2]1[CH:3]=[C:4](CC#N)[CH:5]=[C:6]([Cl:8])[CH:7]=1.S(=O)(=O)(O)O.[C:17]([OH:20])(=[O:19])[CH3:18]. Product: [Br:1][C:2]1[CH:3]=[C:4]([CH2:18][C:17]([OH:20])=[O:19])[CH:5]=[C:6]([Cl:8])[CH:7]=1. The catalyst class is: 69. (3) Reactant: [Br:1][C:2]1[CH:7]=[C:6]([CH3:8])[CH:5]=[C:4]([Br:9])[C:3]=1[O:10][C:11]1[CH:16]=[CH:15][C:14]([N+:17]([O-:19])=[O:18])=[CH:13][CH:12]=1.[Mn]([O-])(=O)(=O)=[O:21].[K+].[OH2:26]. Product: [Br:1][C:2]1[CH:7]=[C:6]([CH:5]=[C:4]([Br:9])[C:3]=1[O:10][C:11]1[CH:12]=[CH:13][C:14]([N+:17]([O-:19])=[O:18])=[CH:15][CH:16]=1)[C:8]([OH:21])=[O:26]. The catalyst class is: 300. (4) Reactant: Br[C:2]1[CH:7]=[CH:6][CH:5]=[CH:4][C:3]=1[C:8]1[CH:13]=[CH:12][CH:11]=[CH:10][CH:9]=1.[Li]CCCC.[C:19]1([S:25][C:26]2[CH:38]=[CH:37][C:36]3[C:35]4[C:30](=[CH:31][C:32]([S:39][C:40]5[CH:45]=[CH:44][CH:43]=[CH:42][CH:41]=5)=[CH:33][CH:34]=4)[C:29](=O)[C:28]=3[CH:27]=2)[CH:24]=[CH:23][CH:22]=[CH:21][CH:20]=1.O. Product: [C:19]1([S:25][C:26]2[CH:38]=[CH:37][C:36]3[C:35]4[C:30](=[CH:31][C:32]([S:39][C:40]5[CH:45]=[CH:44][CH:43]=[CH:42][CH:41]=5)=[CH:33][CH:34]=4)[C:29]4([C:2]5[CH:7]=[CH:6][CH:5]=[CH:4][C:3]=5[C:8]5[C:13]4=[CH:12][CH:11]=[CH:10][CH:9]=5)[C:28]=3[CH:27]=2)[CH:24]=[CH:23][CH:22]=[CH:21][CH:20]=1. The catalyst class is: 1. (5) Reactant: [C:1]([C:3]1[C:8]2[NH:9][C:10]3[CH:11]=[C:12]([C:16]([O:18][CH3:19])=[O:17])[CH:13]=[CH:14][C:15]=3[C:7]=2[C:6](=O)[NH:5][CH:4]=1)#[N:2].P(Cl)(Cl)([Cl:23])=O. Product: [CH3:19][O:18][C:16]([C:12]1[CH:13]=[CH:14][C:15]2[C:7]3[C:6]([Cl:23])=[N:5][CH:4]=[C:3]([C:1]#[N:2])[C:8]=3[NH:9][C:10]=2[CH:11]=1)=[O:17]. The catalyst class is: 12. (6) Reactant: [CH3:1][C:2]1[NH:7][CH:6]=[C:5]([C:8](O)=[O:9])[C:4](=[O:11])[C:3]=1[C:12]1[CH:17]=[CH:16][CH:15]=[C:14]([C:18]([F:21])([F:20])[F:19])[CH:13]=1.[CH3:22][N:23](C(ON1N=NC2C=CC=CC1=2)=[N+](C)C)C.F[P-](F)(F)(F)(F)F.CCN(C(C)C)C(C)C.CN. Product: [CH3:22][NH:23][C:8]([C:5]1[C:4](=[O:11])[C:3]([C:12]2[CH:17]=[CH:16][CH:15]=[C:14]([C:18]([F:21])([F:20])[F:19])[CH:13]=2)=[C:2]([CH3:1])[NH:7][CH:6]=1)=[O:9]. The catalyst class is: 37.